Dataset: NCI-60 drug combinations with 297,098 pairs across 59 cell lines. Task: Regression. Given two drug SMILES strings and cell line genomic features, predict the synergy score measuring deviation from expected non-interaction effect. Cell line: DU-145. Synergy scores: CSS=21.4, Synergy_ZIP=4.75, Synergy_Bliss=9.48, Synergy_Loewe=-3.64, Synergy_HSA=7.06. Drug 2: C1CC(=O)NC(=O)C1N2C(=O)C3=CC=CC=C3C2=O. Drug 1: C1CC(C1)(C(=O)O)C(=O)O.[NH2-].[NH2-].[Pt+2].